This data is from Full USPTO retrosynthesis dataset with 1.9M reactions from patents (1976-2016). The task is: Predict the reactants needed to synthesize the given product. (1) Given the product [CH3:37][O:38][C:39]1[CH:40]=[CH:41][C:42]2[NH:48][C:47](=[O:49])[N:46]([CH:50]3[CH2:55][CH2:54][N:53]([C:25]([O:22][C@@H:17]([C:18]([O:20][CH3:21])=[O:19])[CH2:16][C:12]4[CH:11]=[C:10]([CH3:23])[C:9]([O:8][CH2:1][C:2]5[CH:7]=[CH:6][CH:5]=[CH:4][CH:3]=5)=[C:14]([CH3:15])[CH:13]=4)=[O:26])[CH2:52][CH2:51]3)[CH2:45][CH2:44][C:43]=2[CH:56]=1, predict the reactants needed to synthesize it. The reactants are: [CH2:1]([O:8][C:9]1[C:14]([CH3:15])=[CH:13][C:12]([CH2:16][C@@H:17]([OH:22])[C:18]([O:20][CH3:21])=[O:19])=[CH:11][C:10]=1[CH3:23])[C:2]1[CH:7]=[CH:6][CH:5]=[CH:4][CH:3]=1.Cl[C:25](OC1C=CC([N+]([O-])=O)=CC=1)=[O:26].[CH3:37][O:38][C:39]1[CH:40]=[CH:41][C:42]2[NH:48][C:47](=[O:49])[N:46]([CH:50]3[CH2:55][CH2:54][NH:53][CH2:52][CH2:51]3)[CH2:45][CH2:44][C:43]=2[CH:56]=1. (2) Given the product [C:12]1([CH:17]=[CH:2][C:3]([C:5]2[CH:10]=[CH:9][CH:8]=[CH:7][CH:6]=2)=[O:4])[CH:21]=[CH:16][CH:15]=[CH:14][CH:13]=1, predict the reactants needed to synthesize it. The reactants are: O[CH2:2][C:3]([C:5]1[CH:10]=[CH:9][CH:8]=[CH:7][CH:6]=1)=[O:4].N1[CH:16]=[CH:15][CH:14]=[CH:13][C:12]=1[CH:17]=O.O([CH3:21])[Na]. (3) Given the product [F:15][C:16]1[C:17]([NH:26][S:2]([C:5]2[CH:14]=[CH:13][C:8]([C:9]([O:11][CH3:12])=[O:10])=[CH:7][CH:6]=2)(=[O:4])=[O:3])=[N:18][CH:19]=[C:20]([C:22]([F:25])([F:23])[F:24])[CH:21]=1, predict the reactants needed to synthesize it. The reactants are: Cl[S:2]([C:5]1[CH:14]=[CH:13][C:8]([C:9]([O:11][CH3:12])=[O:10])=[CH:7][CH:6]=1)(=[O:4])=[O:3].[F:15][C:16]1[C:17]([NH2:26])=[N:18][CH:19]=[C:20]([C:22]([F:25])([F:24])[F:23])[CH:21]=1. (4) Given the product [Br:1][C:2]1[CH:7]=[CH:6][C:5]([O:8][CH2:13][CH2:14][N:15]2[CH2:19][CH2:18][CH2:17][CH2:16]2)=[C:4]([O:9][CH3:10])[CH:3]=1, predict the reactants needed to synthesize it. The reactants are: [Br:1][C:2]1[CH:7]=[CH:6][C:5]([OH:8])=[C:4]([O:9][CH3:10])[CH:3]=1.Cl.Cl[CH2:13][CH2:14][N:15]1[CH2:19][CH2:18][CH2:17][CH2:16]1. (5) Given the product [Br:10][C:6]1[CH:7]=[C:2]([CH3:1])[C:3](=[O:9])[NH:4][C:5]=1[CH3:8], predict the reactants needed to synthesize it. The reactants are: [CH3:1][C:2]1[C:3](=[O:9])[NH:4][C:5]([CH3:8])=[CH:6][CH:7]=1.[Br:10]Br.